Predict the reaction yield, written as a fraction of the theoretical maximum amount of product (1.0 means a 100% yield; for example, 0.34 means a 34% yield). From a dataset of Reaction yield outcomes from USPTO patents with 853,638 reactions. (1) The reactants are C(NC(C)C)(C)C.[CH2:8]([Li])[CH2:9][CH2:10][CH3:11].[CH3:13][O:14][C:15]([CH:17]1[CH2:22][CH2:21][O:20][CH2:19][CH2:18]1)=[O:16].BrC=CCC. The catalyst is C1COCC1.CCCCCC.CN(P(N(C)C)(N(C)C)=O)C. The product is [CH3:13][O:14][C:15]([C:17]1([CH2:11][CH2:10][CH:9]=[CH2:8])[CH2:22][CH2:21][O:20][CH2:19][CH2:18]1)=[O:16]. The yield is 0.870. (2) The reactants are Cl[C:2]1[CH:7]=[CH:6][C:5]2[O:8][CH2:9][O:10][C:4]=2[CH:3]=1.[C:11]([CH2:13][C:14]([O:16][CH2:17][CH3:18])=[O:15])#[N:12]. No catalyst specified. The product is [CH2:9]1[O:8][C:5]2[CH:6]=[CH:7][C:2]([CH:13]([C:11]#[N:12])[C:14]([O:16][CH2:17][CH3:18])=[O:15])=[CH:3][C:4]=2[O:10]1. The yield is 0.820. (3) The reactants are FC(F)(F)C1C=C(C=CC=1)C([O:8][CH:9]([CH2:14][N:15]([C:28]1[CH:33]=[CH:32][CH:31]=[C:30]([F:34])[CH:29]=1)[C:16](=[O:27])[C:17]1[CH:22]=[CH:21][CH:20]=[C:19]([C:23]([F:26])([F:25])[F:24])[CH:18]=1)[C:10]([F:13])([F:12])[F:11])=O.N. The catalyst is CO. The product is [F:34][C:30]1[CH:29]=[C:28]([N:15]([CH2:14][CH:9]([OH:8])[C:10]([F:11])([F:12])[F:13])[C:16](=[O:27])[C:17]2[CH:22]=[CH:21][CH:20]=[C:19]([C:23]([F:26])([F:25])[F:24])[CH:18]=2)[CH:33]=[CH:32][CH:31]=1. The yield is 0.610. (4) The reactants are C(=O)([O-])[O-].[K+].[K+].[NH2:7][C:8]1[C:23]([Cl:24])=[CH:22][C:21]([Cl:25])=[CH:20][C:9]=1[C:10]([N:12]=[S:13]([CH:17]([CH3:19])[CH3:18])[CH:14]([CH3:16])[CH3:15])=[O:11].[Cl:26][C:27]1[C:28]([N:33]2[C:37]([C:38](Cl)=[O:39])=[CH:36][C:35]([C:41]([F:44])([F:43])[F:42])=[N:34]2)=[N:29][CH:30]=[CH:31][CH:32]=1.O. The catalyst is C1(C)C=CC=CC=1. The product is [Cl:26][C:27]1[C:28]([N:33]2[C:37]([C:38]([NH:7][C:8]3[C:9]([C:10](=[O:11])[N:12]=[S:13]([CH:17]([CH3:19])[CH3:18])[CH:14]([CH3:15])[CH3:16])=[CH:20][C:21]([Cl:25])=[CH:22][C:23]=3[Cl:24])=[O:39])=[CH:36][C:35]([C:41]([F:44])([F:42])[F:43])=[N:34]2)=[N:29][CH:30]=[CH:31][CH:32]=1. The yield is 0.840. (5) The reactants are [C:1]([CH:3]([NH:13][C:14](=O)[CH3:15])[CH2:4][O:5][CH2:6][C:7]1[CH:12]=[CH:11][CH:10]=[CH:9][CH:8]=1)#[N:2].C1(P(C2C=CC=CC=2)C2C=CC=CC=2)C=CC=CC=1.C(Cl)(Cl)(Cl)[Cl:37]. The catalyst is C(#N)C. The product is [Cl:37][C:1]1[N:2]=[C:14]([CH3:15])[NH:13][C:3]=1[CH2:4][O:5][CH2:6][C:7]1[CH:12]=[CH:11][CH:10]=[CH:9][CH:8]=1. The yield is 1.00. (6) The reactants are [OH:1][CH2:2][C@@H:3]1[CH2:8][CH2:7][CH2:6][N:5]([C:9](=[O:14])[CH2:10][CH:11]([CH3:13])[CH3:12])[CH2:4]1.[H-].[Na+].[NH2:17][C:18]1[CH:25]=[CH:24][CH:23]=[C:22](F)[C:19]=1[C:20]#[N:21]. The catalyst is C1COCC1. The product is [NH2:17][C:18]1[CH:25]=[CH:24][CH:23]=[C:22]([O:1][CH2:2][C@@H:3]2[CH2:8][CH2:7][CH2:6][N:5]([C:9](=[O:14])[CH2:10][CH:11]([CH3:12])[CH3:13])[CH2:4]2)[C:19]=1[C:20]#[N:21]. The yield is 0.410. (7) The reactants are [CH3:1][N:2]1[CH2:11][CH:10](C2C=NC=CC=2)[C:9]2[C:4](=CC(O)=CC=2)[CH2:3]1.[CH3:19][O:20][C:21]1[CH:30]=[C:29]2[C:24]([CH:25]([C:32]3[CH:33]=[N:34][CH:35]=[CH:36][CH:37]=3)[CH2:26][N:27]([CH3:31])[CH2:28]2)=[CH:23][CH:22]=1.B(Br)(Br)Br.[C:42]([O-])([O-])=O.[Na+].[Na+]. The catalyst is C(Cl)Cl.O. The product is [CH3:31][N:27]1[CH2:26][CH:25]([C:32]2[CH:33]=[N:34][CH:35]=[CH:36][CH:37]=2)[C:24]2[C:29](=[CH:30][C:21]([O:20][CH2:19][CH2:42][CH2:1][N:2]3[CH2:11][CH2:10][CH2:9][CH2:4][CH2:3]3)=[CH:22][CH:23]=2)[CH2:28]1. The yield is 0.480. (8) The reactants are Br[CH2:2][C:3]1[CH2:8][CH2:7][CH2:6][CH2:5][CH:4]=1.[NH2:9][CH2:10][CH2:11][OH:12]. The catalyst is ClC=C(Cl)Cl.[OH-].[Na+]. The product is [OH:12][CH2:11][CH2:10][NH:9][CH2:2][C:3]1[CH2:8][CH2:7][CH2:6][CH2:5][CH:4]=1. The yield is 0.620. (9) The reactants are Br[C:2]1[CH:3]=[C:4]([S:8]([NH:11][C:12]2[CH:21]=[CH:20][C:15]([C:16]([O:18][CH3:19])=[O:17])=[C:14]([OH:22])[CH:13]=2)(=[O:10])=[O:9])[CH:5]=[CH:6][CH:7]=1.[C:23]([C:26]1[S:30][C:29](B(O)O)=[CH:28][CH:27]=1)(=[O:25])[CH3:24]. No catalyst specified. The product is [C:23]([C:26]1[S:30][C:29]([C:2]2[CH:3]=[C:4]([S:8]([NH:11][C:12]3[CH:21]=[CH:20][C:15]([C:16]([O:18][CH3:19])=[O:17])=[C:14]([OH:22])[CH:13]=3)(=[O:10])=[O:9])[CH:5]=[CH:6][CH:7]=2)=[CH:28][CH:27]=1)(=[O:25])[CH3:24]. The yield is 0.660. (10) The reactants are [NH2:1][C:2]1[N:7]=[C:6]([NH:8][C:9]([C:11]2[CH:16]=[CH:15][CH:14]=[CH:13][C:12]=2[F:17])=[O:10])[CH:5]=[CH:4][C:3]=1Br.[O-]P([O-])([O-])=O.[K+].[K+].[K+].[C:27](#[N:29])[CH3:28]. The catalyst is O1CCOCC1.O. The product is [NH2:1][C:2]1[N:7]=[C:6]([NH:8][C:9]([C:11]2[CH:16]=[CH:15][CH:14]=[CH:13][C:12]=2[F:17])=[O:10])[CH:5]=[CH:4][C:3]=1[C:6]1[N:7]([CH3:2])[N:29]=[C:27]([C:11]2[CH:16]=[CH:15][CH:14]=[CH:13][CH:12]=2)[CH:28]=1. The yield is 0.0400.